Dataset: Full USPTO retrosynthesis dataset with 1.9M reactions from patents (1976-2016). Task: Predict the reactants needed to synthesize the given product. Given the product [C:10]([C:11]1[CH:12]=[C:55]([CH:56]=[CH:42][CH:43]=1)[CH:54]([N:4]1[CH2:5][CH2:6][N:1]([C:7]2[CH:8]=[CH:9][C:10]([NH:13][C:14]([C:16]3[C:17]([C:22]4[CH:27]=[CH:26][C:25]([C:28]([F:29])([F:31])[F:30])=[CH:24][CH:23]=4)=[CH:18][CH:19]=[CH:20][CH:21]=3)=[O:15])=[CH:11][CH:12]=2)[CH2:2][CH2:3]1)[C:53]1[NH:1][CH:7]=[CH:8][CH:9]=1)#[N:13], predict the reactants needed to synthesize it. The reactants are: [N:1]1([C:7]2[CH:12]=[CH:11][C:10]([NH:13][C:14]([C:16]3[C:17]([C:22]4[CH:27]=[CH:26][C:25]([C:28]([F:31])([F:30])[F:29])=[CH:24][CH:23]=4)=[CH:18][CH:19]=[CH:20][CH:21]=3)=[O:15])=[CH:9][CH:8]=2)[CH2:6][CH2:5][NH:4][CH2:3][CH2:2]1.N(C(O[CH2:42][CH3:43])=O)=NC(OCC)=O.[CH2:53](P([CH2:53][CH2:54][CH2:55][CH3:56])[CH2:53][CH2:54][CH2:55][CH3:56])[CH2:54][CH2:55][CH3:56].O.